Dataset: NCI-60 drug combinations with 297,098 pairs across 59 cell lines. Task: Regression. Given two drug SMILES strings and cell line genomic features, predict the synergy score measuring deviation from expected non-interaction effect. Drug 1: CCCS(=O)(=O)NC1=C(C(=C(C=C1)F)C(=O)C2=CNC3=C2C=C(C=N3)C4=CC=C(C=C4)Cl)F. Drug 2: C1=NNC2=C1C(=O)NC=N2. Cell line: CAKI-1. Synergy scores: CSS=20.5, Synergy_ZIP=-0.715, Synergy_Bliss=2.03, Synergy_Loewe=4.77, Synergy_HSA=4.63.